This data is from Reaction yield outcomes from USPTO patents with 853,638 reactions. The task is: Predict the reaction yield, written as a fraction of the theoretical maximum amount of product (1.0 means a 100% yield; for example, 0.34 means a 34% yield). (1) The reactants are [Cl:1][C:2]1[CH:3]=[C:4]([CH:17]=[C:18]([Cl:20])[CH:19]=1)[CH2:5][O:6][Si:7]([CH:14]([CH3:16])[CH3:15])([CH:11]([CH3:13])[CH3:12])[CH:8]([CH3:10])[CH3:9].C([Li])CCC.CN(C)[CH:28]=[O:29].Cl.[Na+].[Cl-]. The catalyst is O1CCCC1. The product is [Cl:20][C:18]1[CH:17]=[C:4]([CH2:5][O:6][Si:7]([CH:14]([CH3:16])[CH3:15])([CH:8]([CH3:9])[CH3:10])[CH:11]([CH3:12])[CH3:13])[CH:3]=[C:2]([Cl:1])[C:19]=1[CH:28]=[O:29]. The yield is 0.810. (2) The reactants are [CH3:1][O:2][C:3]1[CH:40]=[CH:39][C:6]([CH2:7][N:8]2[C:12]3=[N:13][CH:14]=[CH:15][C:16]([O:17][C:18]4[CH:23]=[CH:22][C:21]([NH2:24])=[CH:20][C:19]=4[F:25])=[C:11]3[C:10]([N:26]3[CH2:31][CH2:30][N:29]([C:32]([O:34][C:35]([CH3:38])([CH3:37])[CH3:36])=[O:33])[CH2:28][CH2:27]3)=[N:9]2)=[CH:5][CH:4]=1.[F:41][C:42]1[CH:47]=[CH:46][C:45]([N:48]2[C:53](=[O:54])[C:52]([C:55](O)=[O:56])=[CH:51][CH:50]=[N:49]2)=[CH:44][CH:43]=1.Cl.C(N=C=NCCCN(C)C)C.N1(O)C2C=CC=CC=2N=N1.C(N(C(C)C)C(C)C)C. The catalyst is CN(C=O)C. The yield is 0.642. The product is [F:25][C:19]1[CH:20]=[C:21]([NH:24][C:55]([C:52]2[C:53](=[O:54])[N:48]([C:45]3[CH:46]=[CH:47][C:42]([F:41])=[CH:43][CH:44]=3)[N:49]=[CH:50][CH:51]=2)=[O:56])[CH:22]=[CH:23][C:18]=1[O:17][C:16]1[CH:15]=[CH:14][N:13]=[C:12]2[N:8]([CH2:7][C:6]3[CH:5]=[CH:4][C:3]([O:2][CH3:1])=[CH:40][CH:39]=3)[N:9]=[C:10]([N:26]3[CH2:31][CH2:30][N:29]([C:32]([O:34][C:35]([CH3:37])([CH3:36])[CH3:38])=[O:33])[CH2:28][CH2:27]3)[C:11]=12. (3) The reactants are FC(F)(F)S(O[C:7]1[C:8]([C:18](=[O:20])[CH3:19])=[CH:9][C:10]([Cl:17])=[C:11]2[C:16]=1[N:15]=[CH:14][CH:13]=[CH:12]2)(=O)=O.[NH:23]1[CH2:28][CH2:27][CH:26]([C:29]#[N:30])[CH2:25][CH2:24]1.C1C=CC(P(C2C=CC3C(=CC=CC=3)C=2C2C3C(=CC=CC=3)C=CC=2P(C2C=CC=CC=2)C2C=CC=CC=2)C2C=CC=CC=2)=CC=1.C(=O)([O-])[O-].[Cs+].[Cs+]. The catalyst is O1CCCC1.ClCCl.C([O-])(=O)C.[Pd+2].C([O-])(=O)C. The product is [C:18]([C:8]1[C:7]([N:23]2[CH2:28][CH2:27][CH:26]([C:29]#[N:30])[CH2:25][CH2:24]2)=[C:16]2[C:11]([CH:12]=[CH:13][CH:14]=[N:15]2)=[C:10]([Cl:17])[CH:9]=1)(=[O:20])[CH3:19]. The yield is 0.0600. (4) The reactants are [Br:1][C:2]1[CH:7]=[CH:6][C:5]([N:8]=[C:9]=[O:10])=[CH:4][C:3]=1[C:11]([F:14])([F:13])[F:12].[CH3:15][NH:16][C:17]([C:19]1[CH:24]=[C:23]([O:25][C:26]2[CH:32]=[CH:31][C:29]([NH2:30])=[CH:28][CH:27]=2)[CH:22]=[CH:21][N:20]=1)=[O:18]. The catalyst is C(Cl)Cl. The product is [Br:1][C:2]1[CH:7]=[CH:6][C:5]([NH:8][C:9]([NH:30][C:29]2[CH:28]=[CH:27][C:26]([O:25][C:23]3[CH:22]=[CH:21][N:20]=[C:19]([C:17](=[O:18])[NH:16][CH3:15])[CH:24]=3)=[CH:32][CH:31]=2)=[O:10])=[CH:4][C:3]=1[C:11]([F:12])([F:13])[F:14]. The yield is 0.900. (5) The reactants are Cl.[NH2:2][C@@H:3]1[CH2:8][CH2:7][CH2:6][CH2:5][C@H:4]1[NH:9][C:10]([C:12]1[N:24]([CH3:25])[C:23]2[C:22]3[CH:21]=[CH:20][CH:19]=[CH:18][C:17]=3[N:16]([CH2:26][C:27](=[O:34])[C:28]3[CH:33]=[CH:32][CH:31]=[CH:30][CH:29]=3)[C:15](=[O:35])[C:14]=2[C:13]=1[O:36][CH3:37])=[O:11].C(=O)([O-])O.[Na+]. No catalyst specified. The product is [NH2:2][C@@H:3]1[CH2:8][CH2:7][CH2:6][CH2:5][C@H:4]1[NH:9][C:10]([C:12]1[N:24]([CH3:25])[C:23]2[C:22]3[CH:21]=[CH:20][CH:19]=[CH:18][C:17]=3[N:16]([CH2:26][C:27](=[O:34])[C:28]3[CH:29]=[CH:30][CH:31]=[CH:32][CH:33]=3)[C:15](=[O:35])[C:14]=2[C:13]=1[O:36][CH3:37])=[O:11]. The yield is 0.330. (6) The reactants are [CH2:1]([O:8][CH2:9][C@@H:10]1[C@@H:12]([C:13]2[CH:18]=[CH:17][CH:16]=[CH:15][C:14]=2[Cl:19])[O:11]1)[C:2]1[CH:7]=[CH:6][CH:5]=[CH:4][CH:3]=1.[N+]([O-])([O-])=O.[NH4+].[Ce].[C:26]([OH:29])(=[O:28])[CH3:27]. No catalyst specified. The product is [C:26]([O:29][C@H:10]([CH2:9][O:8][CH2:1][C:2]1[CH:7]=[CH:6][CH:5]=[CH:4][CH:3]=1)[C@H:12]([C:13]1[CH:18]=[CH:17][CH:16]=[CH:15][C:14]=1[Cl:19])[OH:11])(=[O:28])[CH3:27]. The yield is 0.340. (7) The reactants are [CH3:1][C:2]1([CH3:13])[C:10]2[CH:9]=[N:8][C:7]([S:11][CH3:12])=[N:6][C:5]=2[NH:4][CH2:3]1.[H-].[Na+].[N:16]1[C:25]2[C:20](=[CH:21][CH:22]=[CH:23][C:24]=2[S:26](Cl)(=[O:28])=[O:27])[CH:19]=[CH:18][CH:17]=1.C(OCC)(=O)C.CCCCCC. The catalyst is CN(C=O)C. The product is [CH3:1][C:2]1([CH3:13])[C:10]2[CH:9]=[N:8][C:7]([S:11][CH3:12])=[N:6][C:5]=2[N:4]([S:26]([C:24]2[CH:23]=[CH:22][CH:21]=[C:20]3[C:25]=2[N:16]=[CH:17][CH:18]=[CH:19]3)(=[O:27])=[O:28])[CH2:3]1. The yield is 0.760.